From a dataset of Reaction yield outcomes from USPTO patents with 853,638 reactions. Predict the reaction yield, written as a fraction of the theoretical maximum amount of product (1.0 means a 100% yield; for example, 0.34 means a 34% yield). (1) The reactants are FC(F)(F)C(O)=O.[CH3:8][C:9]1[CH:18]=[C:17]2[C:12]([N:13]=[CH:14][C:15]([NH2:19])=[N:16]2)=[CH:11][CH:10]=1.C(N(CC)CC)C.[C:27](N1C=CC=CC1=O)(N1C=CC=CC1=O)=[S:28]. The catalyst is C(Cl)Cl. The product is [N:19]([C:15]1[CH:14]=[N:13][C:12]2[C:17](=[CH:18][C:9]([CH3:8])=[CH:10][CH:11]=2)[N:16]=1)=[C:27]=[S:28]. The yield is 0.460. (2) The reactants are [CH:1]([C:4]1[CH:5]=[C:6]([OH:11])[CH:7]=[C:8]([CH3:10])[CH:9]=1)([CH3:3])[CH3:2].[Na+].Cl[CH2:14][C:15]([O-:17])=[O:16].[OH-].[K+]. The catalyst is O. The product is [CH:1]([C:4]1[CH:5]=[C:6]([CH:7]=[C:8]([CH3:10])[CH:9]=1)[O:11][CH2:14][C:15]([OH:17])=[O:16])([CH3:3])[CH3:2]. The yield is 0.630. (3) The product is [C:1]([O:4][CH2:27][CH2:26][CH2:25][CH2:24][NH:23][CH2:22][CH2:21][CH2:20][CH2:19][C:15]1[CH:16]=[CH:17][CH:18]=[C:13]([O:12][CH2:5][C:6]2[CH:7]=[CH:8][CH:9]=[CH:10][CH:11]=2)[CH:14]=1)(=[O:3])[CH3:2]. The catalyst is O. The yield is 0.880. The reactants are [C:1]([OH:4])(=[O:3])[CH3:2].[CH2:5]([O:12][C:13]1[CH:14]=[C:15]([CH2:19][CH2:20][CH2:21][CH2:22][NH:23][CH2:24][CH2:25][CH2:26][CH2:27]O)[CH:16]=[CH:17][CH:18]=1)[C:6]1[CH:11]=[CH:10][CH:9]=[CH:8][CH:7]=1.